Dataset: Catalyst prediction with 721,799 reactions and 888 catalyst types from USPTO. Task: Predict which catalyst facilitates the given reaction. (1) Reactant: [CH3:1][O:2][C:3](=[O:12])[C:4]1[CH:9]=[CH:8][C:7]([OH:10])=[C:6]([F:11])[CH:5]=1.[Br:13]N1C(=O)CCC1=O. Product: [CH3:1][O:2][C:3](=[O:12])[C:4]1[CH:5]=[C:6]([F:11])[C:7]([OH:10])=[C:8]([Br:13])[CH:9]=1. The catalyst class is: 56. (2) Reactant: [NH2:1][CH2:2][CH:3]([N:11]([CH2:23][C:24]1[CH:32]=[CH:31][CH:30]=[CH:29][C:25]=1[C:26]([OH:28])=O)[S:12]([C:15]1[CH:20]=[CH:19][CH:18]=[CH:17][C:16]=1[O:21][CH3:22])(=[O:14])=[O:13])[CH2:4][C:5]1[CH:10]=[CH:9][CH:8]=[CH:7][CH:6]=1.CN1CCOCC1.C1C=CC(P(N=[N+]=[N-])(C2C=CC=CC=2)=O)=CC=1. Product: [CH2:4]([CH:3]1[CH2:2][NH:1][C:26](=[O:28])[C:25]2[CH:29]=[CH:30][CH:31]=[CH:32][C:24]=2[CH2:23][N:11]1[S:12]([C:15]1[CH:20]=[CH:19][CH:18]=[CH:17][C:16]=1[O:21][CH3:22])(=[O:14])=[O:13])[C:5]1[CH:6]=[CH:7][CH:8]=[CH:9][CH:10]=1. The catalyst class is: 3. (3) Reactant: [CH3:1][O:2][C:3]1[CH:4]=[C:5]([CH:10]=[CH:11][C:12]=1[O:13][CH2:14][CH2:15][O:16][C:17]([F:20])([F:19])[F:18])[C:6]([O:8]C)=[O:7].[OH-].[Na+]. Product: [CH3:1][O:2][C:3]1[CH:4]=[C:5]([CH:10]=[CH:11][C:12]=1[O:13][CH2:14][CH2:15][O:16][C:17]([F:18])([F:19])[F:20])[C:6]([OH:8])=[O:7]. The catalyst class is: 5. (4) Reactant: Cl[C:2]1[CH:3]=[C:4]([C:20]([F:23])([F:22])[F:21])[C:5]2[CH:6]=[CH:7][C:8]3[N:9]([CH:12]=[C:13]([C:15]4[O:16][CH:17]=[N:18][N:19]=4)[N:14]=3)[C:10]=2[N:11]=1.[Br-].[CH:25]1([Zn+])[CH2:27][CH2:26]1. Product: [CH:25]1([C:2]2[CH:3]=[C:4]([C:20]([F:23])([F:22])[F:21])[C:5]3[CH:6]=[CH:7][C:8]4[N:9]([CH:12]=[C:13]([C:15]5[O:16][CH:17]=[N:18][N:19]=5)[N:14]=4)[C:10]=3[N:11]=2)[CH2:27][CH2:26]1. The catalyst class is: 427. (5) Reactant: C([C:3]1[Se:7][CH:6]=[CH:5][CH:4]=1)=O.[CH:8](OC)([O:11][CH3:12])[O:9][CH3:10].[NH4+].[Cl-]. Product: [CH3:10][O:9][CH:8]([O:11][CH3:12])[C:6]1[Se:7][CH:3]=[CH:4][CH:5]=1. The catalyst class is: 5. (6) Reactant: I[C:2]1[C:3]([CH3:8])=[N:4][S:5][C:6]=1[CH3:7].CC[Mg+].[Br-].C(OCC)C.[B:18](OC)([O:21]C)[O:19]C. Product: [CH3:8][C:3]1[C:2]([B:18]([OH:21])[OH:19])=[C:6]([CH3:7])[S:5][N:4]=1. The catalyst class is: 1.